Predict the product of the given reaction. From a dataset of Forward reaction prediction with 1.9M reactions from USPTO patents (1976-2016). (1) Given the reactants [F:1][C:2]([F:12])([F:11])[C:3](=[O:10])[CH2:4][C:5]([O:7][CH2:8][CH3:9])=[O:6].[CH:13](OCC)(OCC)[O:14][CH2:15][CH3:16].C(OC(=O)C)(=O)C, predict the reaction product. The product is: [CH2:15]([O:14][CH:13]=[C:4]([C:3](=[O:10])[C:2]([F:11])([F:12])[F:1])[C:5]([O:7][CH2:8][CH3:9])=[O:6])[CH3:16]. (2) Given the reactants [CH3:1][S:2]([C:4]1[CH:9]=[CH:8][C:7]([NH:10][C:11]([N:13]2[CH2:18][CH2:17][CH2:16][CH:15]([C:19]3([CH2:30][C:31]4[CH:36]=[CH:35][CH:34]=[C:33]([Cl:37])[CH:32]=4)[C:27]4[C:22](=[CH:23][C:24]([Cl:28])=[CH:25][CH:26]=4)[NH:21][C:20]3=[O:29])[CH2:14]2)=[O:12])=[CH:6][CH:5]=1)=[O:3].ClC1C=C(C(OO)=[O:46])C=CC=1, predict the reaction product. The product is: [CH3:1][S:2]([C:4]1[CH:5]=[CH:6][C:7]([NH:10][C:11]([N:13]2[CH2:18][CH2:17][CH2:16][CH:15]([C:19]3([CH2:30][C:31]4[CH:36]=[CH:35][CH:34]=[C:33]([Cl:37])[CH:32]=4)[C:27]4[C:22](=[CH:23][C:24]([Cl:28])=[CH:25][CH:26]=4)[NH:21][C:20]3=[O:29])[CH2:14]2)=[O:12])=[CH:8][CH:9]=1)(=[O:46])=[O:3].